Dataset: Catalyst prediction with 721,799 reactions and 888 catalyst types from USPTO. Task: Predict which catalyst facilitates the given reaction. (1) Reactant: [CH2:1]([Si]1(Cl)N(C)[C@@H](C)[C@H](C2C=CC=CC=2)O1)[CH:2]=[CH2:3].[CH:18](=[N:25][NH:26][C:27](=[O:29])[CH3:28])[C:19]1[CH:24]=[CH:23][CH:22]=[CH:21][CH:20]=1.CO. Product: [C:19]1([C@H:18]([NH:25][NH:26][C:27](=[O:29])[CH3:28])[CH2:3][CH:2]=[CH2:1])[CH:24]=[CH:23][CH:22]=[CH:21][CH:20]=1. The catalyst class is: 2. (2) Reactant: C[O:2][C:3]1[CH:8]=[CH:7][C:6]([S:9]([N:12]2[CH2:16][CH2:15][CH2:14][CH2:13]2)(=[O:11])=[O:10])=[CH:5][CH:4]=1.B(Br)(Br)Br.CO. Product: [OH:2][C:3]1[CH:8]=[CH:7][C:6]([S:9]([N:12]2[CH2:16][CH2:15][CH2:14][CH2:13]2)(=[O:11])=[O:10])=[CH:5][CH:4]=1. The catalyst class is: 2. (3) Reactant: [Mg].Br[C:3]([CH2:5][CH3:6])=[CH2:4].[Br:7][C:8]1[CH:13]=[CH:12][CH:11]=[CH:10][C:9]=1[N+:14]([O-])=O.[Na+].[Cl-]. Product: [Br:7][C:8]1[CH:13]=[CH:12][CH:11]=[C:10]2[C:9]=1[NH:14][C:3]([CH2:5][CH3:6])=[CH:4]2. The catalyst class is: 1.